The task is: Predict the reactants needed to synthesize the given product.. This data is from Full USPTO retrosynthesis dataset with 1.9M reactions from patents (1976-2016). (1) Given the product [CH2:4]([C:3]1([CH2:8][OH:9])[CH2:6][O:7][C:12]([CH3:14])([CH3:13])[O:2][CH2:1]1)[CH3:5], predict the reactants needed to synthesize it. The reactants are: [CH2:1]([C:3]([CH2:8][OH:9])([CH2:6][OH:7])[CH2:4][CH3:5])[OH:2].CO[C:12](OC)([CH3:14])[CH3:13].C1(C)C=CC(S(O)(=O)=O)=CC=1.C(=O)([O-])O.[Na+]. (2) Given the product [NH2:58][CH2:62][C:63]1[CH:26]=[CH:27][C:28]([C:29]([NH:30][CH2:25][C:43]2[CH:45]=[CH:14][C:12]([O:11][CH2:9][C:88]([N:86]3[CH2:87][C:78](=[O:79])[C@@H:80]([OH:81])[CH2:85]3)=[O:89])=[CH:15][CH:44]=2)=[O:50])=[CH:65][CH:64]=1, predict the reactants needed to synthesize it. The reactants are: CC(OC(O[C:9]([O:11][C:12]([CH3:15])([CH3:14])C)=O)=O)(C)C.CN(C(ON1N=N[C:26]2[CH:27]=[CH:28][CH:29]=[N:30][C:25]1=2)=[N+](C)C)C.F[P-](F)(F)(F)(F)F.CCN(C(C)C)[CH:43]([CH3:45])[CH3:44].[Li+].[OH-:50].F[P-](F)(F)(F)(F)F.[N:58]1(O[P+](N(C)C)(N(C)C)N(C)C)[C:62]2[CH:63]=[CH:64][CH:65]=CC=2N=N1.[C:78](Cl)([C:80](Cl)=[O:81])=[O:79].Cl.[CH3:85][N:86]([CH:88]=[O:89])[CH3:87].